From a dataset of Reaction yield outcomes from USPTO patents with 853,638 reactions. Predict the reaction yield, written as a fraction of the theoretical maximum amount of product (1.0 means a 100% yield; for example, 0.34 means a 34% yield). (1) The reactants are [H-].[Na+].[CH2:3]([OH:10])[C:4]1[CH:9]=[CH:8][CH:7]=[CH:6][CH:5]=1.Cl[C:12]1[N:17]=[C:16]([Cl:18])[N:15]=[C:14]2[N:19]([CH:22]3[CH2:27][CH2:26][CH2:25][CH2:24][O:23]3)[N:20]=[CH:21][C:13]=12. The catalyst is C1COCC1. The product is [CH2:3]([O:10][C:12]1[N:17]=[C:16]([Cl:18])[N:15]=[C:14]2[N:19]([CH:22]3[CH2:27][CH2:26][CH2:25][CH2:24][O:23]3)[N:20]=[CH:21][C:13]=12)[C:4]1[CH:9]=[CH:8][CH:7]=[CH:6][CH:5]=1. The yield is 0.540. (2) The reactants are [Na].C([O:4][C:5]([C:7]1[C:8]([S:22][CH2:23][CH2:24]C(OCC)=O)=[N:9][C:10]2[C:15]([C:16]=1[CH3:17])=[CH:14][CH:13]=[C:12]([C:18]([F:21])([F:20])[F:19])[CH:11]=2)=[O:6])C.ICC. The product is [CH2:23]([S:22][C:8]1[C:7]([C:5]([OH:6])=[O:4])=[C:16]([CH3:17])[C:15]2[C:10](=[CH:11][C:12]([C:18]([F:21])([F:19])[F:20])=[CH:13][CH:14]=2)[N:9]=1)[CH3:24]. The yield is 0.620. The catalyst is CO. (3) The reactants are [C:1]([C:4]1[N:5]=[C:6]([C:28]2[C:33]([F:34])=[CH:32][CH:31]=[CH:30][C:29]=2[F:35])[O:7][C:8]=1[C:9]1[CH:10]=[CH:11][C:12]([N:15]2[CH2:20][CH2:19][N:18](C(OC(C)(C)C)=O)[CH2:17][CH2:16]2)=[N:13][CH:14]=1)(=[O:3])[NH2:2].O1CCOCC1.C1(N)C(F)=C(F)C(F)=C(N)C=1F.Cl.Cl. The catalyst is C(Cl)Cl.Cl. The product is [F:35][C:29]1[CH:30]=[CH:31][CH:32]=[C:33]([F:34])[C:28]=1[C:6]1[O:7][C:8]([C:9]2[CH:14]=[N:13][C:12]([N:15]3[CH2:16][CH2:17][NH:18][CH2:19][CH2:20]3)=[CH:11][CH:10]=2)=[C:4]([C:1]([NH2:2])=[O:3])[N:5]=1. The yield is 0.980. (4) The reactants are [NH2:1][C:2]1[N:12]([CH2:13][CH2:14][CH2:15][NH:16][C:17](=[O:23])[O:18][C:19]([CH3:22])([CH3:21])[CH3:20])[C:6]2[N:7]=[C:8](Cl)[N:9]=[CH:10][C:5]=2[C:4](=[O:24])[C:3]=1[C:25](=[O:27])[NH2:26].[N:28]1([C:34]2[CH:39]=[CH:38][C:37]([NH2:40])=[CH:36][CH:35]=2)[CH2:33][CH2:32][O:31][CH2:30][CH2:29]1.O.C([O-])(O)=O.[Na+]. The catalyst is CN1C(=O)CCC1. The product is [NH2:1][C:2]1[N:12]([CH2:13][CH2:14][CH2:15][NH:16][C:17](=[O:23])[O:18][C:19]([CH3:22])([CH3:21])[CH3:20])[C:6]2[N:7]=[C:8]([NH:40][C:37]3[CH:36]=[CH:35][C:34]([N:28]4[CH2:33][CH2:32][O:31][CH2:30][CH2:29]4)=[CH:39][CH:38]=3)[N:9]=[CH:10][C:5]=2[C:4](=[O:24])[C:3]=1[C:25](=[O:27])[NH2:26]. The yield is 0.200.